From a dataset of Full USPTO retrosynthesis dataset with 1.9M reactions from patents (1976-2016). Predict the reactants needed to synthesize the given product. Given the product [CH3:16][O:17][C:18]1[CH:23]=[CH:22][CH:21]=[CH:20][C:19]=1[CH:14]([C:5]1[CH:6]=[CH:7][C:8]2[C:13](=[CH:12][CH:11]=[CH:10][CH:9]=2)[C:4]=1[N+:1]([O-:3])=[O:2])[OH:15], predict the reactants needed to synthesize it. The reactants are: [N+:1]([C:4]1[C:13]2[C:8](=[CH:9][CH:10]=[CH:11][CH:12]=2)[CH:7]=[CH:6][C:5]=1[CH:14]=[O:15])([O-:3])=[O:2].[CH3:16][O:17][C:18]1[CH:23]=[CH:22][CH:21]=[CH:20][C:19]=1[Mg]Br.O1CCCC1.[Cl-].[NH4+].